Task: Predict the product of the given reaction.. Dataset: Forward reaction prediction with 1.9M reactions from USPTO patents (1976-2016) (1) Given the reactants C(OC([NH:8][CH2:9][CH:10]1[CH2:15][CH2:14][N:13]([CH2:16][CH2:17][C:18]([O:20][CH2:21][CH3:22])=[O:19])[CH2:12][CH2:11]1)=O)(C)(C)C.FC(F)(F)C(O)=O, predict the reaction product. The product is: [NH2:8][CH2:9][CH:10]1[CH2:15][CH2:14][N:13]([CH2:16][CH2:17][C:18]([O:20][CH2:21][CH3:22])=[O:19])[CH2:12][CH2:11]1. (2) Given the reactants [CH3:1][O:2][CH2:3][CH:4]1[O:30][C:8]2[CH:9]=[C:10]3[C:15](=[CH:16][C:7]=2[O:6][CH:5]1[CH2:31][O:32][CH3:33])[N:14]=[CH:13][N:12]=[C:11]3[NH:17][C:18]1[CH:23]=[CH:22][CH:21]=[C:20]([C:24]#[C:25][Si](C)(C)C)[CH:19]=1.C(=O)([O-])[O-].[K+].[K+].O, predict the reaction product. The product is: [CH3:1][O:2][CH2:3][CH:4]1[O:30][C:8]2[CH:9]=[C:10]3[C:15](=[CH:16][C:7]=2[O:6][CH:5]1[CH2:31][O:32][CH3:33])[N:14]=[CH:13][N:12]=[C:11]3[NH:17][C:18]1[CH:23]=[CH:22][CH:21]=[C:20]([C:24]#[CH:25])[CH:19]=1.